From a dataset of Reaction yield outcomes from USPTO patents with 853,638 reactions. Predict the reaction yield, written as a fraction of the theoretical maximum amount of product (1.0 means a 100% yield; for example, 0.34 means a 34% yield). (1) The product is [CH3:16][O:15][C:11](=[O:14])[CH:12]=[CH:13][C:2]1[CH:10]=[C:9]2[C:5]([CH:6]=[CH:7][NH:8]2)=[CH:4][CH:3]=1. The yield is 0.730. The reactants are Br[C:2]1[CH:10]=[C:9]2[C:5]([CH:6]=[CH:7][NH:8]2)=[CH:4][CH:3]=1.[C:11]([O:15][CH3:16])(=[O:14])[CH:12]=[CH2:13]. The catalyst is C(Cl)Cl.CC([O-])=O.CC([O-])=O.[Pd+2]. (2) The reactants are CCN(C(C)C)C(C)C.[C:10]([Si:14](Cl)([CH3:16])[CH3:15])([CH3:13])([CH3:12])[CH3:11].[CH2:18]([NH:20][CH2:21][CH2:22][OH:23])[CH3:19]. The catalyst is C(Cl)Cl. The product is [Si:14]([O:23][CH2:22][CH2:21][NH:20][CH2:18][CH3:19])([C:10]([CH3:13])([CH3:12])[CH3:11])([CH3:16])[CH3:15]. The yield is 0.850. (3) The reactants are [N:1]1[C:10]2[C:5](=[CH:6][CH:7]=[CH:8][CH:9]=2)[CH:4]=[CH:3][C:2]=1[CH2:11][O:12][C:13]1[CH:18]=[CH:17][C:16]([CH2:19][C:20]([OH:22])=[O:21])=[CH:15][CH:14]=1.Br[CH2:24][C:25]([C:27]1[CH:28]=[N:29][CH:30]=[CH:31][CH:32]=1)=[O:26]. The catalyst is C(#N)C. The product is [N:1]1[C:10]2[C:5](=[CH:6][CH:7]=[CH:8][CH:9]=2)[CH:4]=[CH:3][C:2]=1[CH2:11][O:12][C:13]1[CH:14]=[CH:15][C:16]([CH2:19][C:20]([O:22][CH2:24][C:25](=[O:26])[C:27]2[CH:28]=[N:29][CH:30]=[CH:31][CH:32]=2)=[O:21])=[CH:17][CH:18]=1. The yield is 0.540.